From a dataset of Forward reaction prediction with 1.9M reactions from USPTO patents (1976-2016). Predict the product of the given reaction. (1) Given the reactants [F:1][C:2]([F:18])([C:6]1[CH:11]=[CH:10][CH:9]=[C:8]([N:12]2[CH2:17][CH2:16][CH2:15][CH2:14][CH2:13]2)[CH:7]=1)[C:3]([OH:5])=O.P(Cl)(Cl)(Cl)=O.Cl.[NH2:25][CH2:26][C:27]1[CH:28]=[C:29]2[C:33](=[CH:34][CH:35]=1)[C:32](=[O:36])[N:31]([CH:37]1[CH2:42][CH2:41][C:40](=[O:43])[NH:39][C:38]1=[O:44])[CH2:30]2.C(=O)(O)[O-].[Na+], predict the reaction product. The product is: [O:44]=[C:38]1[CH:37]([N:31]2[CH2:30][C:29]3[C:33](=[CH:34][CH:35]=[C:27]([CH2:26][NH:25][C:3](=[O:5])[C:2]([F:1])([F:18])[C:6]4[CH:11]=[CH:10][CH:9]=[C:8]([N:12]5[CH2:17][CH2:16][CH2:15][CH2:14][CH2:13]5)[CH:7]=4)[CH:28]=3)[C:32]2=[O:36])[CH2:42][CH2:41][C:40](=[O:43])[NH:39]1. (2) Given the reactants [F:1][C:2]1[CH:21]=[CH:20][C:5]2[CH2:6][C:7]3[CH:19]=[CH:18][CH:17]=[CH:16][C:8]=3[C:9]3([CH2:15][CH:14]=[CH:13][CH2:12]3)[C:10](=[O:11])[C:4]=2[CH:3]=1.[OH-].[Na+].OO.C([O:28]CC)C, predict the reaction product. The product is: [F:1][C:2]1[CH:21]=[CH:20][C:5]2[CH2:6][C:7]3[CH:19]=[CH:18][CH:17]=[CH:16][C:8]=3[C:9]3([CH2:12][CH2:13][CH:14]([OH:28])[CH2:15]3)[CH:10]([OH:11])[C:4]=2[CH:3]=1. (3) Given the reactants [Br:1]Br.[CH3:3][C:4]1[CH:5]=[C:6]2[N:11]([CH:12]=1)[CH:10]=[C:9]([C:13]#[N:14])[CH:8]=[CH:7]2, predict the reaction product. The product is: [Br:1][C:12]1[N:11]2[C:6]([CH:7]=[CH:8][C:9]([C:13]#[N:14])=[CH:10]2)=[CH:5][C:4]=1[CH3:3]. (4) Given the reactants [F:1][C:2]1[CH:7]=[CH:6][CH:5]=[CH:4][C:3]=1[S:8]([NH:11][C:12]1[CH:13]=[C:14]([CH:27]=[CH:28][CH:29]=1)[C:15]([NH:17][C:18]1[CH:26]=[CH:25][C:21]([C:22]([OH:24])=[O:23])=[CH:20][CH:19]=1)=[O:16])(=[O:10])=[O:9].F[C:31]1C=CC=C[C:32]=1S(Cl)(=O)=O, predict the reaction product. The product is: [CH2:31]([O:23][C:22](=[O:24])[C:21]1[CH:25]=[CH:26][C:18]([NH:17][C:15](=[O:16])[C:14]2[CH:27]=[CH:28][CH:29]=[C:12]([NH:11][S:8]([C:3]3[CH:4]=[CH:5][CH:6]=[CH:7][C:2]=3[F:1])(=[O:9])=[O:10])[CH:13]=2)=[CH:19][CH:20]=1)[CH3:32].